This data is from Reaction yield outcomes from USPTO patents with 853,638 reactions. The task is: Predict the reaction yield, written as a fraction of the theoretical maximum amount of product (1.0 means a 100% yield; for example, 0.34 means a 34% yield). (1) The catalyst is CN(C)C=O. The product is [N:1]([CH2:4][C:5]1[CH:20]=[CH:19][C:8]([C:9]([NH:34][C@H:33]([C:35]([O:37][CH3:38])=[O:36])[CH2:32][NH:31][C:23](=[O:30])[C:24]2[CH:29]=[CH:28][CH:27]=[CH:26][CH:25]=2)=[O:11])=[C:7]([Cl:21])[CH:6]=1)=[N+:2]=[N-:3]. The reactants are [N:1]([CH2:4][C:5]1[CH:20]=[CH:19][C:8]([C:9]([O:11]N2C(=O)CCC2=O)=O)=[C:7]([Cl:21])[CH:6]=1)=[N+:2]=[N-:3].Cl.[C:23]([NH:31][CH2:32][C@@H:33]([C:35]([O:37][CH3:38])=[O:36])[NH2:34])(=[O:30])[C:24]1[CH:29]=[CH:28][CH:27]=[CH:26][CH:25]=1.C(N(CC)CC)C. The yield is 0.690. (2) The reactants are [CH3:1][C:2]1[O:6][N:5]=[C:4]([C:7]2[CH:12]=[CH:11][CH:10]=[CH:9][CH:8]=2)[C:3]=1[CH2:13][O:14][C:15]1[CH:23]=[CH:22][C:18]([C:19]([OH:21])=O)=[CH:17][N:16]=1.Cl.[CH3:25][O:26][C:27](=[O:37])[C@H:28]([CH2:30][C:31]1[CH:36]=[CH:35][CH:34]=[CH:33][CH:32]=1)[NH2:29]. The product is [CH3:25][O:26][C:27](=[O:37])[C@@H:28]([NH:29][C:19]([C:18]1[CH:17]=[N:16][C:15]([O:14][CH2:13][C:3]2[C:4]([C:7]3[CH:8]=[CH:9][CH:10]=[CH:11][CH:12]=3)=[N:5][O:6][C:2]=2[CH3:1])=[CH:23][CH:22]=1)=[O:21])[CH2:30][C:31]1[CH:36]=[CH:35][CH:34]=[CH:33][CH:32]=1. The yield is 0.880. No catalyst specified. (3) The reactants are [H-].[Na+].[Cl:3][C:4]1[C:5]2[CH:12]=[CH:11][NH:10][C:6]=2[N:7]=[CH:8][N:9]=1.[H][H].[C:15]1([S:21](Cl)(=[O:23])=[O:22])[CH:20]=[CH:19][CH:18]=[CH:17][CH:16]=1. The catalyst is CN(C)C=O.O. The product is [C:15]1([S:21]([N:10]2[C:6]3[N:7]=[CH:8][N:9]=[C:4]([Cl:3])[C:5]=3[CH:12]=[CH:11]2)(=[O:23])=[O:22])[CH:20]=[CH:19][CH:18]=[CH:17][CH:16]=1. The yield is 0.890.